From a dataset of Catalyst prediction with 721,799 reactions and 888 catalyst types from USPTO. Predict which catalyst facilitates the given reaction. (1) Reactant: [OH:1][CH2:2][C:3](=[CH2:9])[C:4]([O:6][CH2:7][CH3:8])=[O:5].[CH2:10]=[C:11]([O:14][Si:15]([CH3:18])([CH3:17])[CH3:16])[CH:12]=[CH2:13]. Product: [OH:1][CH2:2][C:3]1([C:4]([O:6][CH2:7][CH3:8])=[O:5])[CH2:13][CH2:12][C:11]([O:14][Si:15]([CH3:18])([CH3:17])[CH3:16])=[CH:10][CH2:9]1. The catalyst class is: 11. (2) Reactant: BrC1C=C(C=CC=1)C=O.[Br:10][C:11]1[CH:12]=[CH:13][C:14]([N+:19]([O-:21])=[O:20])=[C:15]([CH:18]=1)[CH:16]=[O:17].[N+]([O-])([O-])=O.[K+].BrC1C=C(C=CC=1)C=O. Product: [Br:10][C:11]1[CH:12]=[CH:13][C:14]([N+:19]([O-:21])=[O:20])=[C:15]([CH:18]=1)[CH:16]=[O:17]. The catalyst class is: 65. (3) The catalyst class is: 289. Reactant: ON1C2C=CC=CC=2N=N1.Cl.CN(C)CCCN=C=NCC.Cl.[CH3:24][N:25]1[CH2:30][CH2:29][NH:28][CH2:27][C:26]1=[O:31].[CH3:32][N:33]1[CH:37]=[CH:36][C:35]([C:38]2[N:42]([C:43]3[CH:44]=[N:45][CH:46]=[CH:47][CH:48]=3)[N:41]=[C:40]([C:49](O)=[O:50])[CH:39]=2)=[CH:34]1. Product: [CH3:32][N:33]1[CH:37]=[CH:36][C:35]([C:38]2[N:42]([C:43]3[CH:44]=[N:45][CH:46]=[CH:47][CH:48]=3)[N:41]=[C:40]([C:49]([N:28]3[CH2:29][CH2:30][N:25]([CH3:24])[C:26](=[O:31])[CH2:27]3)=[O:50])[CH:39]=2)=[CH:34]1. (4) Reactant: [CH2:1]([O:3][C:4](=[O:9])[CH2:5][CH:6]([OH:8])[CH3:7])[CH3:2].[C:10]([CH2:12][C:13](O)=[O:14])#[N:11].C1(N=C=NC2CCCCC2)CCCCC1. Product: [CH2:1]([O:3][C:4](=[O:9])[CH2:5][CH:6]([O:8][C:13](=[O:14])[CH2:12][C:10]#[N:11])[CH3:7])[CH3:2]. The catalyst class is: 143. (5) Reactant: [F:1][C:2]([F:11])([F:10])[C:3]([OH:9])([CH3:8])[CH2:4][C:5]([OH:7])=[O:6].[CH3:12][Si](C=[N+]=[N-])(C)C. Product: [CH3:12][O:6][C:5](=[O:7])[CH2:4][C:3]([C:2]([F:10])([F:11])[F:1])([OH:9])[CH3:8]. The catalyst class is: 5. (6) Reactant: [F:1][C:2]([F:18])([F:17])[O:3][C:4]1[CH:16]=[CH:15][C:7]([O:8][CH:9]2[CH2:14][CH2:13][NH:12][CH2:11][CH2:10]2)=[CH:6][CH:5]=1.[C:19]1(=O)[CH2:24][CH2:23][C:22](=[O:25])[CH2:21][CH2:20]1.C(N(CC)CC)C.O.[C:35]1([CH3:45])[CH:40]=[CH:39][C:38]([S:41]([OH:44])(=[O:43])=[O:42])=[CH:37][CH:36]=1. Product: [C:35]1([CH3:45])[CH:36]=[CH:37][C:38]([S:41]([OH:44])(=[O:42])=[O:43])=[CH:39][CH:40]=1.[OH:25][C:22]1[CH:23]=[CH:24][C:19]([N:12]2[CH2:11][CH2:10][CH:9]([O:8][C:7]3[CH:15]=[CH:16][C:4]([O:3][C:2]([F:1])([F:17])[F:18])=[CH:5][CH:6]=3)[CH2:14][CH2:13]2)=[CH:20][CH:21]=1. The catalyst class is: 8. (7) Reactant: [CH3:1][C:2]1([CH3:22])[C:6](=[O:7])[CH2:5][N:4]([C:8]([O:10][C:11]([CH3:14])([CH3:13])[CH3:12])=[O:9])[C@@H:3]1[C:15]([O:17]C(C)(C)C)=[O:16].C(O)(C(F)(F)F)=O.C(=O)(O)[O-].[Na+]. Product: [C:11]([O:10][C:8]([N:4]1[CH2:5][C:6](=[O:7])[C:2]([CH3:22])([CH3:1])[C@H:3]1[C:15]([OH:17])=[O:16])=[O:9])([CH3:14])([CH3:12])[CH3:13]. The catalyst class is: 390. (8) Reactant: [F:1][C:2]1[CH:7]=[CH:6][C:5]([CH:8]2[CH2:13][CH2:12][N:11](C(OC(C)(C)C)=O)[CH2:10][CH:9]2[O:21][CH2:22][C:23]2[CH:28]=[CH:27][C:26]([O:29][CH3:30])=[CH:25][CH:24]=2)=[CH:4][CH:3]=1.Cl. Product: [F:1][C:2]1[CH:3]=[CH:4][C:5]([CH:8]2[CH2:13][CH2:12][NH:11][CH2:10][CH:9]2[O:21][CH2:22][C:23]2[CH:24]=[CH:25][C:26]([O:29][CH3:30])=[CH:27][CH:28]=2)=[CH:6][CH:7]=1. The catalyst class is: 5. (9) Product: [CH3:14][C:13]([CH3:16])([CH3:15])[C:12](=[O:17])[CH2:11][O:10][C:8]1[N:7]([C:18]2[CH:23]=[CH:22][CH:21]=[CH:20][C:19]=2[F:24])[N:6]=[C:5]([C:3]([OH:4])=[O:2])[CH:9]=1. Reactant: C[O:2][C:3]([C:5]1[CH:9]=[C:8]([O:10][CH2:11][C:12](=[O:17])[C:13]([CH3:16])([CH3:15])[CH3:14])[N:7]([C:18]2[CH:23]=[CH:22][CH:21]=[CH:20][C:19]=2[F:24])[N:6]=1)=[O:4].[OH-].[Li+]. The catalyst class is: 6.